Dataset: Forward reaction prediction with 1.9M reactions from USPTO patents (1976-2016). Task: Predict the product of the given reaction. (1) Given the reactants [CH2:1]([N:8]1[CH2:13][C:12]([CH3:15])([CH3:14])[O:11][C:10](=[O:16])[CH2:9]1)[C:2]1[CH:7]=[CH:6][CH:5]=[CH:4][CH:3]=1.C[Si]([N-][Si](C)(C)C)(C)C.[Li+].Br[CH2:28][C:29]([O:31][C:32]([CH3:35])([CH3:34])[CH3:33])=[O:30], predict the reaction product. The product is: [CH2:1]([N:8]1[CH2:13][C:12]([CH3:14])([CH3:15])[O:11][C:10](=[O:16])[CH:9]1[CH2:28][C:29]([O:31][C:32]([CH3:35])([CH3:34])[CH3:33])=[O:30])[C:2]1[CH:3]=[CH:4][CH:5]=[CH:6][CH:7]=1. (2) Given the reactants [F:1][C:2]([F:10])([F:9])[C:3]1[CH:7]=[C:6]([NH2:8])[O:5][N:4]=1.[H-].[Na+].[CH2:13]([O:15][C:16]1[CH:21]=[CH:20][C:19]([N:22]=[C:23]=[S:24])=[C:18]([N+:25]([O-:27])=[O:26])[CH:17]=1)[CH3:14], predict the reaction product. The product is: [CH2:13]([O:15][C:16]1[CH:21]=[CH:20][C:19]([NH:22][C:23]([NH:8][C:6]2[O:5][N:4]=[C:3]([C:2]([F:10])([F:9])[F:1])[CH:7]=2)=[S:24])=[C:18]([N+:25]([O-:27])=[O:26])[CH:17]=1)[CH3:14]. (3) Given the reactants [Cl:1][C:2]1[CH:3]=[C:4]([NH:9][C:10](=[O:18])[C:11]2[CH:16]=[CH:15][C:14]([CH3:17])=[CH:13][CH:12]=2)[CH:5]=[CH:6][C:7]=1[F:8].C([N:21](CC)CC)C.Cl.[N:27]1[CH:32]=[CH:31][CH:30]=[C:29]([CH:33]=[CH:34][C:35](Cl)=[O:36])[CH:28]=1.C(=O)([O-])[O-].[K+].[K+], predict the reaction product. The product is: [Cl:1][C:2]1[CH:3]=[C:4]([NH:9][C:10](=[O:18])[C:11]2[CH:16]=[CH:15][C:14]([CH3:17])=[C:13]([NH:21][C:35](=[O:36])[CH:34]=[CH:33][C:29]3[CH:28]=[N:27][CH:32]=[CH:31][CH:30]=3)[CH:12]=2)[CH:5]=[CH:6][C:7]=1[F:8]. (4) Given the reactants [O:1]1[C:5]2([CH2:10][CH2:9][CH:8]([C:11]3[C:19]4[C:14](=[CH:15][CH:16]=[C:17]([C:20]#[N:21])[CH:18]=4)[N:13]([CH2:22][CH3:23])[CH:12]=3)[CH2:7][CH2:6]2)[O:4][CH2:3][CH2:2]1.[CH2:24](Br)CC, predict the reaction product. The product is: [O:4]1[C:5]2([CH2:10][CH2:9][CH:8]([C:11]3[C:19]4[C:14](=[CH:15][CH:16]=[C:17]([C:20]#[N:21])[CH:18]=4)[N:13]([CH2:22][CH2:23][CH3:24])[CH:12]=3)[CH2:7][CH2:6]2)[O:1][CH2:2][CH2:3]1. (5) The product is: [Br:1][C:2]1[CH:3]=[C:4](/[CH:5]=[N:17]\[S:14]([C:10]([CH3:13])([CH3:12])[CH3:11])(=[O:16])=[O:15])[CH:7]=[CH:8][CH:9]=1. Given the reactants [Br:1][C:2]1[CH:3]=[C:4]([CH:7]=[CH:8][CH:9]=1)[CH:5]=O.[C:10]([S:14]([NH2:17])(=[O:16])=[O:15])([CH3:13])([CH3:12])[CH3:11], predict the reaction product. (6) Given the reactants [F:1][C:2]1[CH:7]=[CH:6][CH:5]=[C:4]([F:8])[C:3]=1[OH:9].[N+:10]([O-])([OH:12])=[O:11].O, predict the reaction product. The product is: [F:1][C:2]1[CH:7]=[C:6]([N+:10]([O-:12])=[O:11])[CH:5]=[C:4]([F:8])[C:3]=1[OH:9].